This data is from Forward reaction prediction with 1.9M reactions from USPTO patents (1976-2016). The task is: Predict the product of the given reaction. (1) Given the reactants [Br:1][C:2]1[CH:3]=[C:4]([SH:8])[CH:5]=[CH:6][CH:7]=1.[CH:9]1(Br)[CH2:14][CH2:13][CH2:12][CH2:11][CH2:10]1.C(=O)([O-])[O-].[K+].[K+], predict the reaction product. The product is: [CH:9]1([S:8][C:4]2[CH:5]=[CH:6][CH:7]=[C:2]([Br:1])[CH:3]=2)[CH2:14][CH2:13][CH2:12][CH2:11][CH2:10]1. (2) Given the reactants C(SC1C=C(O)C(=O)NC=1)C1C=CC=CC=1.COC[O:20][C:21]1[C:22](=[O:38])[N:23](COC)[CH:24]=[C:25]([S:27][CH2:28][C:29]2[N:30]=[C:31]([CH3:34])[O:32][CH:33]=2)[CH:26]=1, predict the reaction product. The product is: [OH:20][C:21]1[C:22](=[O:38])[NH:23][CH:24]=[C:25]([S:27][CH2:28][C:29]2[N:30]=[C:31]([CH3:34])[O:32][CH:33]=2)[CH:26]=1. (3) Given the reactants [CH3:1][O:2][C:3]1[CH:4]=[C:5]2[C:13](=[CH:14][CH:15]=1)[NH:12][C:11]1[C:10](=[O:16])[NH:9][CH:8]([CH2:17][CH2:18][C:19](OC)=[O:20])[CH2:7][C:6]2=1.[H-].[Al+3].[Li+].[H-].[H-].[H-].O.[OH-].[Na+], predict the reaction product. The product is: [OH:20][CH2:19][CH2:18][CH2:17][CH:8]1[CH2:7][C:6]2[C:5]3[C:13](=[CH:14][CH:15]=[C:3]([O:2][CH3:1])[CH:4]=3)[NH:12][C:11]=2[C:10](=[O:16])[NH:9]1. (4) Given the reactants [C:1]1([CH3:20])[CH:6]=[CH:5][CH:4]=[CH:3][C:2]=1[NH:7][C:8]([C:10]1[CH:11]=[N:12][N:13]2[CH:18]=[C:17](Br)[CH:16]=[CH:15][C:14]=12)=[O:9].[CH3:21][O:22][C:23]1[CH:28]=[CH:27][C:26](B(O)O)=[CH:25][CH:24]=1.C(=O)([O-])[O-].[K+].[K+], predict the reaction product. The product is: [C:1]1([CH3:20])[CH:6]=[CH:5][CH:4]=[CH:3][C:2]=1[NH:7][C:8]([C:10]1[CH:11]=[N:12][N:13]2[CH:18]=[C:17]([C:26]3[CH:27]=[CH:28][C:23]([O:22][CH3:21])=[CH:24][CH:25]=3)[CH:16]=[CH:15][C:14]=12)=[O:9]. (5) The product is: [ClH:1].[Cl:1][C:2]1[C:7]([CH3:8])=[N+:6]([O-:15])[C:5]([NH2:9])=[CH:4][CH:3]=1. Given the reactants [Cl:1][C:2]1[CH:3]=[CH:4][C:5]([NH2:9])=[N:6][C:7]=1[CH3:8].ClC1C=C(C=CC=1)C(OO)=[O:15].OS([O-])=O.[Na+], predict the reaction product. (6) Given the reactants [NH2:1][C:2]1[CH:7]=[CH:6][C:5]([C:8]2[NH:9][C:10](=[O:24])[C:11]3[C:16]([CH:17]4[CH2:22][CH2:21][CH2:20][CH2:19][CH2:18]4)=[N:15][N:14]([CH3:23])[C:12]=3[N:13]=2)=[C:4]([O:25][CH3:26])[CH:3]=1.Cl[CH2:28][CH2:29][CH2:30][S:31](Cl)(=[O:33])=[O:32].C(=O)([O-])O.[Na+], predict the reaction product. The product is: [CH:17]1([C:16]2[C:11]3[C:10](=[O:24])[NH:9][C:8]([C:5]4[CH:6]=[CH:7][C:2]([N:1]5[CH2:28][CH2:29][CH2:30][S:31]5(=[O:33])=[O:32])=[CH:3][C:4]=4[O:25][CH3:26])=[N:13][C:12]=3[N:14]([CH3:23])[N:15]=2)[CH2:22][CH2:21][CH2:20][CH2:19][CH2:18]1.